The task is: Predict the reactants needed to synthesize the given product.. This data is from Full USPTO retrosynthesis dataset with 1.9M reactions from patents (1976-2016). (1) Given the product [F:41][C:40]([F:42])([F:43])[O:39][C:36]1[CH:35]=[CH:34][C:33]([NH:30][C:31]([N:17]2[CH2:18][CH2:19][N:14]([CH2:13][CH2:12][CH2:11][C:10]([N:8]3[CH2:7][CH2:6][C:3]4([CH2:5][CH2:4]4)[C@H:2]([OH:1])[CH2:9]3)=[O:22])[C:15](=[O:21])[C@@H:16]2[CH3:20])=[O:32])=[CH:38][CH:37]=1, predict the reactants needed to synthesize it. The reactants are: [OH:1][C@@H:2]1[CH2:9][N:8]([C:10](=[O:22])[CH2:11][CH2:12][CH2:13][N:14]2[CH2:19][CH2:18][NH:17][C@@H:16]([CH3:20])[C:15]2=[O:21])[CH2:7][CH2:6][C:3]21[CH2:5][CH2:4]2.CN1CCOCC1.[N:30]([C:33]1[CH:38]=[CH:37][C:36]([O:39][C:40]([F:43])([F:42])[F:41])=[CH:35][CH:34]=1)=[C:31]=[O:32]. (2) Given the product [CH3:1][C:2]1[C:6]([CH2:7][N:8]2[CH:12]=[C:11]([N:13]3[C:34](=[O:36])[C@H:29]4[N:30]([CH2:31][C:32]5[CH:33]=[C:24]([OH:23])[CH:25]=[CH:26][C:27]=5[CH2:28]4)[C:14]3=[O:15])[CH:10]=[N:9]2)=[C:5]([CH3:21])[O:4][N:3]=1, predict the reactants needed to synthesize it. The reactants are: [CH3:1][C:2]1[C:6]([CH2:7][N:8]2[CH:12]=[C:11]([NH:13][C:14](N3C=CN=C3)=[O:15])[CH:10]=[N:9]2)=[C:5]([CH3:21])[O:4][N:3]=1.Cl.[OH:23][C:24]1[CH:33]=[C:32]2[C:27]([CH2:28][C@@H:29]([C:34]([O:36]C)=O)[NH:30][CH2:31]2)=[CH:26][CH:25]=1.C(N(C(C)C)C(C)C)C.Cl. (3) Given the product [CH:44]([OH:43])=[O:47].[CH2:2]([N:4]([CH:40]1[CH2:45][CH2:44][O:43][CH2:42][CH2:41]1)[C:5]1[C:6]([CH3:39])=[C:7]([CH:24]=[C:25]([C:27]2[CH:28]=[N:29][C:30]([N:33]3[CH2:38][CH2:37][N:36]([CH3:49])[CH2:35][CH2:34]3)=[CH:31][CH:32]=2)[CH:26]=1)[C:8]([NH:10][CH2:11][C:12]1[C:13](=[O:23])[NH:14][C:15]([CH3:22])=[C:16]([F:21])[C:17]=1[CH:18]([CH3:20])[CH3:19])=[O:9])[CH3:3], predict the reactants needed to synthesize it. The reactants are: Cl.[CH2:2]([N:4]([CH:40]1[CH2:45][CH2:44][O:43][CH2:42][CH2:41]1)[C:5]1[C:6]([CH3:39])=[C:7]([CH:24]=[C:25]([C:27]2[CH:28]=[N:29][C:30]([N:33]3[CH2:38][CH2:37][NH:36][CH2:35][CH2:34]3)=[CH:31][CH:32]=2)[CH:26]=1)[C:8]([NH:10][CH2:11][C:12]1[C:13](=[O:23])[NH:14][C:15]([CH3:22])=[C:16]([F:21])[C:17]=1[CH:18]([CH3:20])[CH3:19])=[O:9])[CH3:3].C=[O:47].O.[C:49]([BH3-])#N.[Na+]. (4) Given the product [ClH:25].[CH2:1]([N:8]1[C:12]2([CH2:17][CH2:16][N:15]([C:18](=[O:26])[C:19]3[CH:20]=[CH:21][C:22]([Cl:25])=[CH:23][CH:24]=3)[CH2:14][CH2:13]2)[NH:11][C@@H:10]([CH2:27][C:28]2[CH:29]=[CH:30][CH:31]=[CH:32][CH:33]=2)[C:9]1=[O:34])[C:2]1[CH:7]=[CH:6][CH:5]=[CH:4][CH:3]=1, predict the reactants needed to synthesize it. The reactants are: [CH2:1]([N:8]1[C:12]2([CH2:17][CH2:16][N:15]([C:18](=[O:26])[C:19]3[CH:24]=[CH:23][C:22]([Cl:25])=[CH:21][CH:20]=3)[CH2:14][CH2:13]2)[NH:11][C@@H:10]([CH2:27][C:28]2[CH:33]=[CH:32][CH:31]=[CH:30][CH:29]=2)[C:9]1=[O:34])[C:2]1[CH:7]=[CH:6][CH:5]=[CH:4][CH:3]=1.O.C[Si](Cl)(C)C.CCCCCC.